This data is from Peptide-MHC class I binding affinity with 185,985 pairs from IEDB/IMGT. The task is: Regression. Given a peptide amino acid sequence and an MHC pseudo amino acid sequence, predict their binding affinity value. This is MHC class I binding data. (1) The peptide sequence is NLKLYGAEF. The MHC is HLA-A69:01 with pseudo-sequence HLA-A69:01. The binding affinity (normalized) is 0.0847. (2) The peptide sequence is FAIVPPLQI. The MHC is HLA-A24:03 with pseudo-sequence HLA-A24:03. The binding affinity (normalized) is 0.0847. (3) The peptide sequence is SQVRVPTVF. The MHC is HLA-A68:02 with pseudo-sequence HLA-A68:02. The binding affinity (normalized) is 0.0847. (4) The MHC is Mamu-B01 with pseudo-sequence Mamu-B01. The binding affinity (normalized) is 0. The peptide sequence is NSSWPWQIEY. (5) The peptide sequence is LSSTRVPNY. The MHC is HLA-A01:01 with pseudo-sequence HLA-A01:01. The binding affinity (normalized) is 0.295.